Dataset: Forward reaction prediction with 1.9M reactions from USPTO patents (1976-2016). Task: Predict the product of the given reaction. Given the reactants [Cl:1][C:2]1[C:7]([C:8]2[CH:13]=[CH:12][C:11]([F:14])=[CH:10][C:9]=2[F:15])=[C:6](Cl)[N:5]2[N:17]=[C:18]([CH3:20])[N:19]=[C:4]2[N:3]=1.O.C1COCC1.[NH4+].[Cl-], predict the reaction product. The product is: [Cl:1][C:2]1[C:7]([C:8]2[CH:13]=[CH:12][C:11]([F:14])=[CH:10][C:9]=2[F:15])=[CH:6][N:5]2[N:17]=[C:18]([CH3:20])[N:19]=[C:4]2[N:3]=1.